Dataset: Reaction yield outcomes from USPTO patents with 853,638 reactions. Task: Predict the reaction yield, written as a fraction of the theoretical maximum amount of product (1.0 means a 100% yield; for example, 0.34 means a 34% yield). (1) The reactants are Br[C:2]1[C:10]2[C:5](=[N:6][C:7]([S:11][CH3:12])=[N:8][CH:9]=2)[N:4]([CH3:13])[N:3]=1.C(=O)([O-])[O-].[K+].[K+].CC1(C)C(C)(C)OB([C:28]2[CH:34]=[CH:33][C:31]([NH2:32])=[CH:30][CH:29]=2)O1. The catalyst is O1CCOCC1.O.C1C=CC([P]([Pd]([P](C2C=CC=CC=2)(C2C=CC=CC=2)C2C=CC=CC=2)([P](C2C=CC=CC=2)(C2C=CC=CC=2)C2C=CC=CC=2)[P](C2C=CC=CC=2)(C2C=CC=CC=2)C2C=CC=CC=2)(C2C=CC=CC=2)C2C=CC=CC=2)=CC=1. The product is [CH3:13][N:4]1[C:5]2=[N:6][C:7]([S:11][CH3:12])=[N:8][CH:9]=[C:10]2[C:2]([C:28]2[CH:34]=[CH:33][C:31]([NH2:32])=[CH:30][CH:29]=2)=[N:3]1. The yield is 0.610. (2) The reactants are C(OC(=O)[NH:7][C@H:8]1[CH2:13][CH2:12][C@H:11]([CH2:14][CH2:15][N:16]2[C:21]3[CH:22]=[C:23]([O:26][CH3:27])[CH:24]=[CH:25][C:20]=3[O:19][CH2:18][C:17]2=[O:28])[CH2:10][CH2:9]1)(C)(C)C.NC1CCN(CCN2C3C(=CC=C(C#N)C=3)C=CC2=O)CC1. No catalyst specified. The product is [NH2:7][C@H:8]1[CH2:13][CH2:12][C@H:11]([CH2:14][CH2:15][N:16]2[C:21]3[CH:22]=[C:23]([O:26][CH3:27])[CH:24]=[CH:25][C:20]=3[O:19][CH2:18][C:17]2=[O:28])[CH2:10][CH2:9]1. The yield is 1.00.